From a dataset of Reaction yield outcomes from USPTO patents with 853,638 reactions. Predict the reaction yield, written as a fraction of the theoretical maximum amount of product (1.0 means a 100% yield; for example, 0.34 means a 34% yield). (1) The reactants are Br[C:2]1[C:3]2[C:8]([CH:9]=[C:10]3[C:15]=1[CH:14]=[CH:13][CH:12]=[CH:11]3)=[CH:7][CH:6]=[CH:5][CH:4]=2.[C:16]1(B(O)O)[CH:21]=[CH:20][CH:19]=[CH:18][CH:17]=1.C(=O)([O-])[O-].[K+].[K+].C1(C)C=CC=CC=1P(C1C=CC=CC=1C)C1C=CC=CC=1C. The catalyst is C([O-])(=O)C.[Pd+2].C([O-])(=O)C.COCCOC. The product is [C:16]1([C:2]2[C:3]3[C:8]([CH:9]=[C:10]4[C:15]=2[CH:14]=[CH:13][CH:12]=[CH:11]4)=[CH:7][CH:6]=[CH:5][CH:4]=3)[CH:21]=[CH:20][CH:19]=[CH:18][CH:17]=1. The yield is 0.850. (2) The product is [CH3:28][O:1][C@H:2]1[C:6]2[N:7]=[CH:8][N:9]=[C:10]([N:11]3[CH2:16][CH2:15][N:14]([C:17]([O:19][C:20]([CH3:23])([CH3:22])[CH3:21])=[O:18])[CH2:13][C@@H:12]3[CH3:24])[C:5]=2[C@H:4]([CH3:25])[CH2:3]1. The catalyst is C1COCC1. The reactants are [OH:1][C@H:2]1[C:6]2[N:7]=[CH:8][N:9]=[C:10]([N:11]3[CH2:16][CH2:15][N:14]([C:17]([O:19][C:20]([CH3:23])([CH3:22])[CH3:21])=[O:18])[CH2:13][C@@H:12]3[CH3:24])[C:5]=2[C@H:4]([CH3:25])[CH2:3]1.[H-].[Na+].[CH3:28]I. The yield is 0.550. (3) The reactants are [C:1]([CH2:3][C:4](O)=[O:5])#[N:2].C(Cl)(=O)C(Cl)=O.[Si:13]([O:20][CH:21]([C:26]1[CH:31]=[CH:30][C:29]([NH:32][CH2:33][CH2:34][C:35]([O:37][CH2:38][CH3:39])=[O:36])=[CH:28][CH:27]=1)[C:22]([CH3:25])([CH3:24])[CH3:23])([C:16]([CH3:19])([CH3:18])[CH3:17])([CH3:15])[CH3:14].C(N(CC)CC)C. The catalyst is ClCCl.CN(C)C=O. The product is [Si:13]([O:20][CH:21]([C:26]1[CH:31]=[CH:30][C:29]([N:32]([CH2:33][CH2:34][C:35]([O:37][CH2:38][CH3:39])=[O:36])[C:4](=[O:5])[CH2:3][C:1]#[N:2])=[CH:28][CH:27]=1)[C:22]([CH3:25])([CH3:24])[CH3:23])([C:16]([CH3:17])([CH3:19])[CH3:18])([CH3:15])[CH3:14]. The yield is 0.570. (4) The reactants are B(Br)(Br)Br.[F:5][C:6]1[CH:11]=[C:10]([O:12]C)[C:9]([O:14]C)=[CH:8][C:7]=1[S:16]([N:19]1[CH2:24][CH2:23][CH2:22][CH2:21][CH2:20]1)(=[O:18])=[O:17].P([O-])(O)(O)=O.[K+]. The catalyst is ClCCl. The product is [F:5][C:6]1[CH:11]=[C:10]([OH:12])[C:9]([OH:14])=[CH:8][C:7]=1[S:16]([N:19]1[CH2:24][CH2:23][CH2:22][CH2:21][CH2:20]1)(=[O:17])=[O:18]. The yield is 0.780. (5) The product is [Cl:17][C:4]1[C:3]([CH3:18])=[C:2]([C:24]2[CH:23]=[C:22]([F:29])[N:21]=[C:20]([F:19])[CH:25]=2)[C:7]([C:8]2[CH:13]=[CH:12][CH:11]=[CH:10][CH:9]=2)=[C:6]([C:14](=[O:16])[CH3:15])[CH:5]=1. The catalyst is O1CCOCC1.C([O-])([O-])=O.[Na+].[Na+].C1C=CC([P]([Pd]([P](C2C=CC=CC=2)(C2C=CC=CC=2)C2C=CC=CC=2)([P](C2C=CC=CC=2)(C2C=CC=CC=2)C2C=CC=CC=2)[P](C2C=CC=CC=2)(C2C=CC=CC=2)C2C=CC=CC=2)(C2C=CC=CC=2)C2C=CC=CC=2)=CC=1. The reactants are Br[C:2]1[C:7]([C:8]2[CH:13]=[CH:12][CH:11]=[CH:10][CH:9]=2)=[C:6]([C:14](=[O:16])[CH3:15])[CH:5]=[C:4]([Cl:17])[C:3]=1[CH3:18].[F:19][C:20]1[CH:25]=[C:24](B(O)O)[CH:23]=[C:22]([F:29])[N:21]=1.O.N#N. The yield is 0.300. (6) The reactants are [CH:1]1[C:21]([Br:22])=[C:20]2[C:4]3[C:5]([C:15]([O:17][C:18]2=[O:19])=O)=[CH:6][C:7]([Br:14])=[C:8]2[C:9](O[C:12](=[O:13])[C:2]=1[C:3]=32)=[O:10].[CH2:23]([NH2:29])[CH:24]1[O:28][CH2:27][CH2:26][CH2:25]1. The catalyst is C(O)(=O)C. The product is [Br:22][C:21]1[C:20]2[C:18](=[O:19])[N:29]([CH2:23][CH:24]3[CH2:25][CH2:26][CH2:27][O:28]3)[C:15](=[O:17])[C:5]3=[CH:6][C:7]([Br:14])=[C:8]4[C:3]([C:4]=23)=[C:2]([C:12](=[O:13])[N:29]([CH2:23][CH:24]2[CH2:25][CH2:26][CH2:27][O:28]2)[C:9]4=[O:10])[CH:1]=1. The yield is 0.280. (7) The reactants are [F:1][C:2]1[CH:3]=[C:4]([C@@H:9]2[CH2:13][NH:12][CH2:11][C@H:10]2[NH:14][C:15](=[O:21])[O:16][C:17]([CH3:20])([CH3:19])[CH3:18])[CH:5]=[CH:6][C:7]=1[F:8].I[C:23]1[CH:24]=[N:25][N:26]([CH2:28][C:29]2[CH:34]=[CH:33][C:32]([O:35][CH3:36])=[CH:31][CH:30]=2)[CH:27]=1.C([O-])([O-])=O.[K+].[K+].N1CCC[C@H]1C(O)=O. The catalyst is CS(C)=O.C(Cl)Cl. The product is [F:1][C:2]1[CH:3]=[C:4]([C@@H:9]2[CH2:13][N:12]([C:23]3[CH:24]=[N:25][N:26]([CH2:28][C:29]4[CH:34]=[CH:33][C:32]([O:35][CH3:36])=[CH:31][CH:30]=4)[CH:27]=3)[CH2:11][C@H:10]2[NH:14][C:15](=[O:21])[O:16][C:17]([CH3:18])([CH3:20])[CH3:19])[CH:5]=[CH:6][C:7]=1[F:8]. The yield is 0.490. (8) The reactants are [F:1][C:2]1[CH:22]=[C:21]([S:23]([CH3:26])(=[O:25])=[O:24])[CH:20]=[CH:19][C:3]=1[O:4][C:5]1[C:10]([CH3:11])=[C:9]([O:12][CH:13]2[CH2:18][CH2:17][NH:16][CH2:15][CH2:14]2)[N:8]=[CH:7][N:6]=1.[CH3:27][CH:28]([CH3:35])[CH2:29][CH2:30][CH2:31][C:32](O)=[O:33].CN(C(ON1N=NC2C=CC=NC1=2)=[N+](C)C)C.F[P-](F)(F)(F)(F)F.C(N(CC)CC)C. The catalyst is CN(C=O)C. The product is [F:1][C:2]1[CH:22]=[C:21]([S:23]([CH3:26])(=[O:24])=[O:25])[CH:20]=[CH:19][C:3]=1[O:4][C:5]1[N:6]=[CH:7][N:8]=[C:9]([O:12][CH:13]2[CH2:18][CH2:17][N:16]([C:32](=[O:33])[CH2:31][CH2:30][CH2:29][CH:28]([CH3:35])[CH3:27])[CH2:15][CH2:14]2)[C:10]=1[CH3:11]. The yield is 0.570. (9) The reactants are Br[C:2]1[N:7]=[N:6][C:5]([NH2:8])=[N:4][C:3]=1[C:9]1[CH:14]=[CH:13][CH:12]=[CH:11][CH:10]=1.[Cl:15][C:16]1[CH:17]=[C:18](B(O)O)[CH:19]=[CH:20][CH:21]=1. No catalyst specified. The product is [Cl:15][C:16]1[CH:21]=[C:20]([C:2]2[N:7]=[N:6][C:5]([NH2:8])=[N:4][C:3]=2[C:9]2[CH:14]=[CH:13][CH:12]=[CH:11][CH:10]=2)[CH:19]=[CH:18][CH:17]=1. The yield is 0.490.